Dataset: Experimentally validated miRNA-target interactions with 360,000+ pairs, plus equal number of negative samples. Task: Binary Classification. Given a miRNA mature sequence and a target amino acid sequence, predict their likelihood of interaction. (1) The miRNA is hsa-miR-335-5p with sequence UCAAGAGCAAUAACGAAAAAUGU. The protein sequence of the target gene is MSANPRWDISRALGVAKLFHLVCGVREACVTPFLTLYLRQLGLAAPWVGTLMGTKHLIAAFWAPVCAFLAKSYRKRRALLIGSLLGSVGASLLMVLVPPVDKNRVHFPCNGSSGLTSTDALPGVTLPVNITSAQESASSHPAKRTAEVEMPGFRNPPGESDRETFRDLHVYLAPSVEGARTTSQALLHPVTSGLKDHPWEVTFEVVKTALPLLPGGKGPGNPANLSGTKGKAWAFDLSLEALRRTFILSLGSVAFWELLTAPLEQVADDSLYEFLDFVDATDRYRSLWVWRLLGMSAGVC.... Result: 1 (interaction). (2) The miRNA is hsa-miR-373-5p with sequence ACUCAAAAUGGGGGCGCUUUCC. The protein sequence of the target gene is MALALCLQVLCSLCGWLSLYISFCHLNKHRSYEWSCRLVTFTHGVLSIGLSAYIGFIDGPWPFTHPGSPNTPLQVHVLCLTLGYFIFDLGWCVYFQSEGALMLAHHTLSILGIIMALVLGESGTEVNAVLFGSELTNPLLQMRWFLRETGHYHSFTGDVVDFLFVALFTGVRIGVGACLLFCEMVSPTPKWFVKAGGVAMYAVSWCFMFSIWRFAWRKSIKKYHAWRSRRSEERQLKHNGHLKIH. Result: 1 (interaction).